Dataset: Reaction yield outcomes from USPTO patents with 853,638 reactions. Task: Predict the reaction yield, written as a fraction of the theoretical maximum amount of product (1.0 means a 100% yield; for example, 0.34 means a 34% yield). (1) The reactants are [CH3:1][N:2]([S:15]([C:18]1[S:19][CH:20]=[CH:21][CH:22]=1)(=[O:17])=[O:16])[C:3]1[CH:4]=[CH:5][CH:6]=[C:7]2[C:11]=1[NH:10][C:9]([C:12](O)=[O:13])=[CH:8]2.Cl.[C:24]([S:43][CH2:44][CH2:45][NH2:46])([C:37]1[CH:42]=[CH:41][CH:40]=[CH:39][CH:38]=1)([C:31]1[CH:36]=[CH:35][CH:34]=[CH:33][CH:32]=1)[C:25]1[CH:30]=[CH:29][CH:28]=[CH:27][CH:26]=1.N1(O)C2C=CC=CC=2N=N1.Cl.CN(C)CCCN=C=NCC. The catalyst is O.CN(C)C=O.C(N(CC)CC)C. The product is [CH3:1][N:2]([S:15]([C:18]1[S:19][CH:20]=[CH:21][CH:22]=1)(=[O:17])=[O:16])[C:3]1[CH:4]=[CH:5][CH:6]=[C:7]2[C:11]=1[NH:10][C:9]([C:12]([NH:46][CH2:45][CH2:44][S:43][C:24]([C:31]1[CH:36]=[CH:35][CH:34]=[CH:33][CH:32]=1)([C:25]1[CH:26]=[CH:27][CH:28]=[CH:29][CH:30]=1)[C:37]1[CH:42]=[CH:41][CH:40]=[CH:39][CH:38]=1)=[O:13])=[CH:8]2. The yield is 0.920. (2) The reactants are [CH3:1][C:2]([CH3:22])([CH3:21])[C:3]#[C:4][C:5]1[CH:10]=[C:9]([N+:11]([O-:13])=[O:12])[C:8]([F:14])=[CH:7][C:6]=1[NH:15]C(=O)CCC.CCCC[N+](CCCC)(CCCC)CCCC.[F-].O. The catalyst is CN(C=O)C. The product is [C:2]([C:3]1[NH:15][C:6]2[C:5]([CH:4]=1)=[CH:10][C:9]([N+:11]([O-:13])=[O:12])=[C:8]([F:14])[CH:7]=2)([CH3:22])([CH3:21])[CH3:1]. The yield is 0.650. (3) The reactants are Cl[C:2]1[CH:7]=[CH:6][N:5]=[C:4]([CH3:8])[C:3]=1[O:9][CH3:10].COCCCOCCCO.[NH:21]1[CH2:26][CH2:25][NH:24][CH2:23][CH2:22]1.CN(C)C1C=CC=CC=1. No catalyst specified. The product is [CH3:10][O:9][C:3]1[C:4]([CH3:8])=[N:5][CH:6]=[CH:7][C:2]=1[N:21]1[CH2:26][CH2:25][NH:24][CH2:23][CH2:22]1. The yield is 0.940.